This data is from Reaction yield outcomes from USPTO patents with 853,638 reactions. The task is: Predict the reaction yield, written as a fraction of the theoretical maximum amount of product (1.0 means a 100% yield; for example, 0.34 means a 34% yield). The product is [C:27]([O:26][C:24]([NH:5][CH:9]([C:8]1[CH:11]=[C:12]([F:15])[CH:13]=[CH:14][C:7]=1[F:6])[C:33]([OH:34])=[O:31])=[O:25])([CH3:28])([CH3:29])[CH3:30]. The yield is 0.460. The catalyst is [OH-].[NH4+].O. The reactants are [C-]#N.[Na+].[Cl-].[NH4+:5].[F:6][C:7]1[CH:14]=[CH:13][C:12]([F:15])=[CH:11][C:8]=1[CH:9]=O.[CH3:28][C:27]([O:26][C:24](O[C:24]([O:26][C:27]([CH3:30])([CH3:29])[CH3:28])=[O:25])=[O:25])([CH3:30])[CH3:29].[OH-:31].[Na+].[CH3:33][OH:34].